Dataset: Forward reaction prediction with 1.9M reactions from USPTO patents (1976-2016). Task: Predict the product of the given reaction. (1) Given the reactants [CH:1]1([NH:4][C:5](=[O:25])[C:6]2[CH:11]=[CH:10][C:9]([CH3:12])=[C:8]([N:13]3[C:22](=[O:23])[C:21]4[C:16](=[CH:17][CH:18]=[C:19]([OH:24])[CH:20]=4)[N:15]=[CH:14]3)[CH:7]=2)[CH2:3][CH2:2]1.Br[CH2:27][CH2:28][Cl:29].C(=O)([O-])[O-].[K+].[K+], predict the reaction product. The product is: [Cl:29][CH2:28][CH2:27][O:24][C:19]1[CH:20]=[C:21]2[C:16](=[CH:17][CH:18]=1)[N:15]=[CH:14][N:13]([C:8]1[CH:7]=[C:6]([CH:11]=[CH:10][C:9]=1[CH3:12])[C:5]([NH:4][CH:1]1[CH2:3][CH2:2]1)=[O:25])[C:22]2=[O:23]. (2) The product is: [Cl:13][C:14]1[CH:20]=[CH:19][C:17]([NH:18][C:2]2[N:7]=[CH:6][C:5]([C:8]([O:10][CH2:11][CH3:12])=[O:9])=[CH:4][N:3]=2)=[CH:16][CH:15]=1. Given the reactants Cl[C:2]1[N:7]=[CH:6][C:5]([C:8]([O:10][CH2:11][CH3:12])=[O:9])=[CH:4][N:3]=1.[Cl:13][C:14]1[CH:20]=[CH:19][C:17]([NH2:18])=[CH:16][CH:15]=1, predict the reaction product. (3) Given the reactants CC(C)([O-])C.[K+].[Cl:7][C:8]1[C:9]([CH2:15][N+:16]([O-:18])=[O:17])=[N:10][CH:11]=[C:12]([Cl:14])[CH:13]=1.Cl[CH2:20][NH:21][C:22](=[O:33])[C:23]1[CH:28]=[CH:27][CH:26]=[CH:25][C:24]=1[C:29]([F:32])([F:31])[F:30].Cl, predict the reaction product. The product is: [Cl:7][C:8]1[C:9]([CH:15]([N+:16]([O-:18])=[O:17])[CH2:20][NH:21][C:22](=[O:33])[C:23]2[CH:28]=[CH:27][CH:26]=[CH:25][C:24]=2[C:29]([F:30])([F:32])[F:31])=[N:10][CH:11]=[C:12]([Cl:14])[CH:13]=1. (4) Given the reactants Cl.[NH2:2][C@@H:3]([C:5]1[S:9][C:8]([C:10]([O:12][C:13]([CH3:16])([CH3:15])[CH3:14])=[O:11])=[CH:7][CH:6]=1)[CH3:4].[F:17][C:18]([F:30])([F:29])[C:19]1[CH:24]=[CH:23][C:22]([S:25](Cl)(=[O:27])=[O:26])=[CH:21][CH:20]=1.C(N(CC)CC)C, predict the reaction product. The product is: [F:30][C:18]([F:17])([F:29])[C:19]1[CH:20]=[CH:21][C:22]([S:25]([NH:2][C@@H:3]([C:5]2[S:9][C:8]([C:10]([O:12][C:13]([CH3:15])([CH3:14])[CH3:16])=[O:11])=[CH:7][CH:6]=2)[CH3:4])(=[O:27])=[O:26])=[CH:23][CH:24]=1. (5) Given the reactants [NH2:1][C:2]1[N:3]=[CH:4][S:5][C:6]=1[C:7]([NH:9][C:10]1[CH:23]=[CH:22][C:13]2[O:14][C:15]([F:21])([F:20])[C:16]([F:19])([F:18])[O:17][C:12]=2[CH:11]=1)=[O:8].NC1N=CSC=1C(NC1C=CC2OC(F)(F)OC=2C=1)=O.Cl[CH2:45][C:46]1[CH:51]=[CH:50][N:49]=[C:48]([NH:52][S:53]([CH3:56])(=[O:55])=[O:54])[CH:47]=1.CS(OCC1C=CN=C(C(NC)=O)C=1)(=O)=O, predict the reaction product. The product is: [CH3:56][S:53]([NH:52][C:48]1[CH:47]=[C:46]([CH2:45][NH:1][C:2]2[N:3]=[CH:4][S:5][C:6]=2[C:7]([NH:9][C:10]2[CH:23]=[CH:22][C:13]3[O:14][C:15]([F:21])([F:20])[C:16]([F:18])([F:19])[O:17][C:12]=3[CH:11]=2)=[O:8])[CH:51]=[CH:50][N:49]=1)(=[O:54])=[O:55]. (6) Given the reactants [NH2:1][CH2:2][C@H:3]([N:5]1[CH:9]=[CH:8][C:7]([C:10]2[CH:17]=[CH:16][C:13]([C:14]#[N:15])=[C:12]([Cl:18])[CH:11]=2)=[N:6]1)[CH3:4].[C:19]([C:22]1[CH:26]=[C:25]([C:27](O)=[O:28])[NH:24][N:23]=1)(=[O:21])[CH3:20], predict the reaction product. The product is: [C:19]([C:22]1[CH:26]=[C:25]([C:27]([NH:1][CH2:2][C@H:3]([N:5]2[CH:9]=[CH:8][C:7]([C:10]3[CH:17]=[CH:16][C:13]([C:14]#[N:15])=[C:12]([Cl:18])[CH:11]=3)=[N:6]2)[CH3:4])=[O:28])[NH:24][N:23]=1)(=[O:21])[CH3:20]. (7) Given the reactants [CH3:1][C:2]1([CH3:21])[C:7]2[CH:8]=[C:9]([C:12]3[S:16][C:15]([C:17]#[N:18])=[CH:14][C:13]=3[CH3:19])[CH:10]=[CH:11][C:6]=2[NH:5][C:4](=O)[O:3]1.COC1C=CC(P2(SP(C3C=CC(OC)=CC=3)(=S)S2)=[S:31])=CC=1, predict the reaction product. The product is: [CH3:1][C:2]1([CH3:21])[C:7]2[CH:8]=[C:9]([C:12]3[S:16][C:15]([C:17]#[N:18])=[CH:14][C:13]=3[CH3:19])[CH:10]=[CH:11][C:6]=2[NH:5][C:4](=[S:31])[O:3]1.